Predict the reaction yield, written as a fraction of the theoretical maximum amount of product (1.0 means a 100% yield; for example, 0.34 means a 34% yield). From a dataset of Reaction yield outcomes from USPTO patents with 853,638 reactions. (1) The reactants are [Cl:1][C:2]1[CH:3]=[C:4]([CH:7]=[CH:8][C:9]=1[F:10])[CH:5]=O.[CH2:11]([O:13][C:14]([C@H:16]1[C@@H:21]([NH2:22])[C@H:20]2[CH2:23][C@@H:17]1[CH2:18][CH2:19]2)=[O:15])[CH3:12].C([BH3-])#N.[Na+]. The catalyst is C(O)(=O)C.CO. The product is [CH2:11]([O:13][C:14]([C@H:16]1[C@@H:21]([NH:22][CH2:5][C:4]2[CH:7]=[CH:8][C:9]([F:10])=[C:2]([Cl:1])[CH:3]=2)[C@H:20]2[CH2:23][C@@H:17]1[CH2:18][CH2:19]2)=[O:15])[CH3:12]. The yield is 0.770. (2) The reactants are [F:1][C:2]1[CH:35]=[C:34]([F:36])[C:33]([F:37])=[CH:32][C:3]=1[CH2:4][O:5][CH2:6][C@@H:7]1[CH2:11][C@@H:10]([S:12][C:13]([C:26]2[CH:31]=[CH:30][CH:29]=[CH:28][CH:27]=2)([C:20]2[CH:25]=[CH:24][CH:23]=[CH:22][CH:21]=2)[C:14]2[CH:19]=[CH:18][CH:17]=[CH:16][CH:15]=2)[CH2:9][NH:8]1.Cl[C:39]1[N:44]=[CH:43][CH:42]=[CH:41][N:40]=1.C(N(C(C)C)C(C)C)C. No catalyst specified. The product is [F:1][C:2]1[CH:35]=[C:34]([F:36])[C:33]([F:37])=[CH:32][C:3]=1[CH2:4][O:5][CH2:6][C@@H:7]1[CH2:11][C@@H:10]([S:12][C:13]([C:20]2[CH:25]=[CH:24][CH:23]=[CH:22][CH:21]=2)([C:14]2[CH:15]=[CH:16][CH:17]=[CH:18][CH:19]=2)[C:26]2[CH:27]=[CH:28][CH:29]=[CH:30][CH:31]=2)[CH2:9][N:8]1[C:39]1[N:44]=[CH:43][CH:42]=[CH:41][N:40]=1. The yield is 0.710. (3) The reactants are C(C1C=C2C(=C(F)C=1)C(=O)N(CC1C=CC(C3C=CN=C4NC(C5C=NN(C)C=5)=NC=34)=CC=1F)N=C2)(C)(C)C.Br[C:41]1[CH:60]=[CH:59][C:44]([CH2:45][NH:46][C:47](=[O:58])[C:48]2[CH:53]=[CH:52][C:51]([C:54]([CH3:57])([CH3:56])[CH3:55])=[CH:50][CH:49]=2)=[C:43]([C:61]([F:64])([F:63])[F:62])[CH:42]=1.[B:65]1(B2OC(C)(C)C(C)(C)O2)[O:69][C:68]([CH3:71])([CH3:70])[C:67]([CH3:73])([CH3:72])[O:66]1.C1(P(C2CCCCC2)C2C=CC=CC=2C2C(C(C)C)=CC(C(C)C)=CC=2C(C)C)CCCCC1.C([O-])(=O)C.[K+].O1CCOCC1. The catalyst is C1C=CC(/C=C/C(/C=C/C2C=CC=CC=2)=O)=CC=1.C1C=CC(/C=C/C(/C=C/C2C=CC=CC=2)=O)=CC=1.C1C=CC(/C=C/C(/C=C/C2C=CC=CC=2)=O)=CC=1.C(Cl)(Cl)Cl.[Pd].[Pd]. The product is [C:54]([C:51]1[CH:52]=[CH:53][C:48]([C:47]([NH:46][CH2:45][C:44]2[CH:59]=[CH:60][C:41]([B:65]3[O:69][C:68]([CH3:71])([CH3:70])[C:67]([CH3:73])([CH3:72])[O:66]3)=[CH:42][C:43]=2[C:61]([F:64])([F:63])[F:62])=[O:58])=[CH:49][CH:50]=1)([CH3:57])([CH3:56])[CH3:55]. The yield is 1.22. (4) The reactants are [C:1]([O:11][CH:12]([C:14]([O:17][CH2:18][CH2:19][OH:20])([F:16])[F:15])[F:13])([C:4]([C:7]([F:10])([F:9])[F:8])([F:6])[F:5])([F:3])[F:2].C(=O)([O-])[O-].[K+].[K+].[F:27][C:28]([F:35])([F:34])[C:29]([F:33])=[C:30]([F:32])[F:31]. The catalyst is C(#N)C. The product is [C:1]([O:11][CH:12]([C:14]([O:17][CH2:18][CH2:19][O:20][C:30]([CH:29]([C:28]([F:35])([F:34])[F:27])[F:33])([F:32])[F:31])([F:16])[F:15])[F:13])([C:4]([C:7]([F:9])([F:8])[F:10])([F:6])[F:5])([F:3])[F:2]. The yield is 0.863.